From a dataset of Antibody developability classification from SAbDab with 2,409 antibodies. Regression/Classification. Given an antibody's heavy chain and light chain sequences, predict its developability. TAP uses regression for 5 developability metrics; SAbDab uses binary classification. (1) The antibody is ['EVMLVESGGGLVKPGGSLKLSCAASEFTFSTYIMSWVRQTPEKRLEWVATISSSGTYTYYRDSVKGRFTVSRDNANNILYLQMSSLRSEDTALYYCARRDYYDGFTYWGQGTLVTVSA', 'DLLMAQTPLSLPVSLGDQASISCRSSQSLVHSSGNTYLEWYLQKPGQSPKLLIYKISNRFSGVPDRFSGSGSGTDFTLKISRVEAEDLGVYYCFQTSHVPPTFGGGTKLEIK']. Result: 0 (not developable). (2) The antibody is ['RVQLQQSGPGLVKPSQSLSLTCTVTGYSITSDFAWNWIRQFPGNKLEWMGYINYSGFTSHNPSLKSRISITRDTSKNQFFLQLNSVTTEDTATYYCAGLLWYDGGAGSWGQGTLVTVSA', 'PROT_810B6882']. Result: 0 (not developable). (3) The antibody is ['EVQLVESGGGLVQPGGSLRLSCSASGFSFNSFWMHWVRQVPGKGLVWISFTNNEGTTTAYADSVRGRFIISRDNAKNTLYLEMNNLRGEDTAVYYCARGDGGLDDWGQGTLVTVSS', 'DIQLTQSPDSLAVSLGERATINCKSSQSIFRTSRNKNLLNWYQQRPGQPPRLLIHWASTRKSGVPDRFSGSGFGTDFTLTITSLQAEDVAIYYCQQYFSPPYTFGQGTKLEIK']. Result: 1 (developable). (4) The antibody is ['EVQLVESGGGLVQPGGSLRLSCAASGFTFSSYWIHWVRQAPGKGLEWVARINPPNRSNQYADSVKGRFTISADTSKNTAYLQMNSLRAEDTAVYYCARGSGFRWVMDYWGQGTLVTVSS', 'DIQMTQSPSSLSASVGDRVTITCRASQDVSTAVAWYQQKPGKAPKLLIYSASFLYSGVPSRFSGSGSGTDFTLTISSLQPEDFATYYCQQFYTTPSTFGQGTKVEIK']. Result: 1 (developable). (5) The antibody is ['EVQLSESGPSLVKPSQTLSLTCSVTGDSITSGYWNWIRKFPGNKLEYMGYISYSGGNYYNPSLRSRISITRDTSKNHYYLQLNSVTTEDTATYYCARLSDSLYAMDCWGQGTSVTVSS', 'ELVLTQSPASLTVSLGQRATMSCRSSESVDAHGYSFLHWYQQKPGQPPKLLIYLASNLESGVPARFSGSGSRTDFTLTIDPVEADDAATYSCLKNNEDPWTFGGGTKLEIT']. Result: 1 (developable). (6) The antibody is ['DVQLQESGPSLVKPSQTLSLTCSVTGDSITSDYWSWIRKFPGNRLEYMGYVSSFGSTFYNPSLKSRISITRDTSKNQYYLDLNSVTTEDTATYYCANWDGDYWGQGTLVTVSA', 'PROT_5A288C7C']. Result: 0 (not developable).